This data is from Full USPTO retrosynthesis dataset with 1.9M reactions from patents (1976-2016). The task is: Predict the reactants needed to synthesize the given product. Given the product [CH:18]1([C:2]2[CH:7]=[C:6]([CH2:8][NH:9][C:10](=[O:16])[O:11][C:12]([CH3:15])([CH3:14])[CH3:13])[C:5]([F:17])=[CH:4][N:3]=2)[CH2:20][CH2:19]1, predict the reactants needed to synthesize it. The reactants are: Cl[C:2]1[CH:7]=[C:6]([CH2:8][NH:9][C:10](=[O:16])[O:11][C:12]([CH3:15])([CH3:14])[CH3:13])[C:5]([F:17])=[CH:4][N:3]=1.[CH:18]1(B(O)O)[CH2:20][CH2:19]1.P([O-])([O-])([O-])=O.[K+].[K+].[K+].C1(P(C2CCCCC2)C2CCCCC2)CCCCC1.